From a dataset of Full USPTO retrosynthesis dataset with 1.9M reactions from patents (1976-2016). Predict the reactants needed to synthesize the given product. (1) Given the product [CH3:1][O:14][C:13](=[O:15])[C:12]1[CH:16]=[C:17]([I:19])[CH:18]=[C:10]([Br:9])[CH:11]=1, predict the reactants needed to synthesize it. The reactants are: [C:1]([O-])([O-])=O.[Na+].[Na+].CI.[Br:9][C:10]1[CH:11]=[C:12]([CH:16]=[C:17]([I:19])[CH:18]=1)[C:13]([OH:15])=[O:14].C1COCC1. (2) The reactants are: C[N:2]([C:12]1[CH:17]=[CH:16][CH:15]=[C:14]([N+:18]([O-])=O)[CH:13]=1)[C:3]([NH:5][C:6]1[CH:7]=[N:8][CH:9]=[CH:10][CH:11]=1)=[O:4]. Given the product [NH2:18][C:14]1[CH:13]=[C:12]([NH:2][C:3]([NH:5][C:6]2[CH:7]=[N:8][CH:9]=[CH:10][CH:11]=2)=[O:4])[CH:17]=[CH:16][CH:15]=1, predict the reactants needed to synthesize it. (3) Given the product [CH:15]([N:12]1[C:11]2[CH:10]=[CH:9][CH:8]=[CH:7][C:6]=2[C:5]2[C:13]1=[CH:1][CH:2]=[CH:3][CH:4]=2)([CH2:17][CH3:18])[CH3:16], predict the reactants needed to synthesize it. The reactants are: [CH:1]1[C:13]2[NH:12][C:11]3[C:6](=[CH:7][CH:8]=[CH:9][CH:10]=3)[C:5]=2[CH:4]=[CH:3][CH:2]=1.Br[CH:15]([CH2:17][CH3:18])[CH3:16].[OH-].[K+]. (4) Given the product [CH2:9]([O:8][C:1](=[O:7])[C:2](=[O:4])[CH2:16][C:15]([C:18]1[N:19]=[CH:20][S:21][CH:22]=1)=[O:17])[CH3:10], predict the reactants needed to synthesize it. The reactants are: [C:1]([O:8][CH2:9][CH3:10])(=[O:7])[C:2]([O:4]CC)=O.[O-]CC.[Na+].[C:15]([C:18]1[N:19]=[CH:20][S:21][CH:22]=1)(=[O:17])[CH3:16].O. (5) Given the product [Cl:1][C:2]1[CH:3]=[C:4]2[C:8](=[CH:9][CH:10]=1)[NH:7][C:6](=[O:11])[C:5]2=[CH:12][C:13]1[NH:14][C:15]2[CH2:16][CH2:17][CH2:18][CH2:19][C:20]=2[C:21]=1[CH2:22][CH2:23][C:24]([NH:39][CH2:40][CH2:41][N:42]1[CH2:47][CH2:46][O:45][CH2:44][CH2:43]1)=[O:25], predict the reactants needed to synthesize it. The reactants are: [Cl:1][C:2]1[CH:3]=[C:4]2[C:8](=[CH:9][CH:10]=1)[NH:7][C:6](=[O:11])[C:5]2=[CH:12][C:13]1[NH:14][C:15]2[CH2:16][CH2:17][CH2:18][CH2:19][C:20]=2[C:21]=1[CH2:22][CH2:23][C:24](O)=[O:25].C(N1C=CN=C1)(N1C=CN=C1)=O.[NH2:39][CH2:40][CH2:41][N:42]1[CH2:47][CH2:46][O:45][CH2:44][CH2:43]1.O. (6) Given the product [Si:9]([O:8][C:7]1[CH:6]=[C:5]([C:20]([OH:19])([C:32]2[CH:37]=[CH:36][CH:35]=[CH:34][CH:33]=2)[C:21]([O:23][C@@H:24]2[CH:29]3[CH2:30][CH2:31][N:26]([CH2:27][CH2:28]3)[CH2:25]2)=[O:22])[CH:18]=[CH:17][CH:16]=1)([C:12]([CH3:15])([CH3:14])[CH3:13])([CH3:11])[CH3:10], predict the reactants needed to synthesize it. The reactants are: [Mg].II.Br[C:5]1[CH:6]=[C:7]([CH:16]=[CH:17][CH:18]=1)[O:8][Si:9]([C:12]([CH3:15])([CH3:14])[CH3:13])([CH3:11])[CH3:10].[O:19]=[C:20]([C:32]1[CH:37]=[CH:36][CH:35]=[CH:34][CH:33]=1)[C:21]([O:23][C@@H:24]1[CH:29]2[CH2:30][CH2:31][N:26]([CH2:27][CH2:28]2)[CH2:25]1)=[O:22]. (7) Given the product [OH:4][C:3]1[CH:5]=[CH:6][CH:7]=[CH:8][C:2]=1[C:1]([NH:15][C:14]1[CH:16]=[C:17]([C:20]([F:21])([F:22])[F:23])[CH:18]=[CH:19][C:13]=1[C:12]([F:11])([F:24])[F:25])=[O:10], predict the reactants needed to synthesize it. The reactants are: [C:1]([OH:10])(=O)[C:2]1[C:3](=[CH:5][CH:6]=[CH:7][CH:8]=1)[OH:4].[F:11][C:12]([F:25])([F:24])[C:13]1[CH:19]=[CH:18][C:17]([C:20]([F:23])([F:22])[F:21])=[CH:16][C:14]=1[NH2:15].P(Cl)(Cl)Cl.ClC1C=CC=CC=1.